This data is from Reaction yield outcomes from USPTO patents with 853,638 reactions. The task is: Predict the reaction yield, written as a fraction of the theoretical maximum amount of product (1.0 means a 100% yield; for example, 0.34 means a 34% yield). (1) The reactants are [C:1]1([C:7]2[CH:12]=[C:11]([CH:13]3[CH2:18][CH2:17][S:16](=[O:20])(=[O:19])[CH2:15][CH2:14]3)[CH:10]=[CH:9][C:8]=2[NH:21][C:22]([C:24]2[N:25](COCC[Si](C)(C)C)[CH:26]=[C:27]([C:29]#[N:30])[N:28]=2)=[O:23])[CH2:6][CH2:5][CH2:4][CH2:3][CH:2]=1.CCO.C(O)(C(F)(F)F)=O. The catalyst is C(Cl)Cl. The product is [C:1]1([C:7]2[CH:12]=[C:11]([CH:13]3[CH2:14][CH2:15][S:16](=[O:19])(=[O:20])[CH2:17][CH2:18]3)[CH:10]=[CH:9][C:8]=2[NH:21][C:22]([C:24]2[NH:25][CH:26]=[C:27]([C:29]#[N:30])[N:28]=2)=[O:23])[CH2:6][CH2:5][CH2:4][CH2:3][CH:2]=1. The yield is 0.900. (2) The reactants are [C:1]([O:12][CH2:13][CH:14]([OH:28])[CH2:15][O:16][C:17](=[O:27])[CH2:18][CH2:19][CH2:20][CH2:21][CH2:22][CH2:23][CH2:24][CH2:25][CH3:26])(=[O:11])[CH2:2][CH2:3][CH2:4][CH2:5][CH2:6][CH2:7][CH2:8][CH2:9][CH3:10].N1C=CC=CC=1.Cl[C:36]([O:38][CH2:39][Cl:40])=[O:37].CN(C1C=CC=CN=1)C. The catalyst is ClCCl. The product is [C:1]([O:12][CH2:13][CH:14]([O:28][C:36]([O:38][CH2:39][Cl:40])=[O:37])[CH2:15][O:16][C:17](=[O:27])[CH2:18][CH2:19][CH2:20][CH2:21][CH2:22][CH2:23][CH2:24][CH2:25][CH3:26])(=[O:11])[CH2:2][CH2:3][CH2:4][CH2:5][CH2:6][CH2:7][CH2:8][CH2:9][CH3:10]. The yield is 0.370. (3) The catalyst is CCCCO. The product is [ClH:52].[NH2:24][C@H:25]1[C@H:30]([CH:31]2[CH2:33][CH2:32]2)[CH2:29][CH2:28][N:27]([C:3]2[C:2]([Br:1])=[CH:7][N:6]=[C:5]3[NH:8][CH:9]=[C:10]([NH:11][C:12](=[O:16])[CH:13]([CH3:15])[CH3:14])[C:4]=23)[CH2:26]1. The yield is 0.520. The reactants are [Br:1][C:2]1[C:3](F)=[C:4]2[C:10]([NH:11][C:12](=[O:16])[CH:13]([CH3:15])[CH3:14])=[CH:9][NH:8][C:5]2=[N:6][CH:7]=1.C(OC(=O)[NH:24][C@H:25]1[C@H:30]([CH:31]2[CH2:33][CH2:32]2)[CH2:29][CH2:28][NH:27][CH2:26]1)(C)(C)C.CCN(C(C)C)C(C)C.C(O)(C(F)(F)F)=O.C(Cl)[Cl:52].